From a dataset of Peptide-MHC class I binding affinity with 185,985 pairs from IEDB/IMGT. Regression. Given a peptide amino acid sequence and an MHC pseudo amino acid sequence, predict their binding affinity value. This is MHC class I binding data. The peptide sequence is INIVIIVLI. The MHC is HLA-A02:03 with pseudo-sequence HLA-A02:03. The binding affinity (normalized) is 0.241.